Dataset: TCR-epitope binding with 47,182 pairs between 192 epitopes and 23,139 TCRs. Task: Binary Classification. Given a T-cell receptor sequence (or CDR3 region) and an epitope sequence, predict whether binding occurs between them. (1) The epitope is KLSYGIATV. The TCR CDR3 sequence is CASSPAGPTNYGYTF. Result: 1 (the TCR binds to the epitope). (2) The epitope is FSKQLQQSM. The TCR CDR3 sequence is CASRKQGYTEAFF. Result: 0 (the TCR does not bind to the epitope). (3) The epitope is FSKQLQQSM. The TCR CDR3 sequence is CASSPSGELFF. Result: 0 (the TCR does not bind to the epitope). (4) The epitope is KLPDDFTGCV. The TCR CDR3 sequence is CASSLAPKEHWGYTF. Result: 0 (the TCR does not bind to the epitope).